Dataset: Catalyst prediction with 721,799 reactions and 888 catalyst types from USPTO. Task: Predict which catalyst facilitates the given reaction. (1) Reactant: [Br:1][C:2]1[CH:3]=[C:4]([F:14])[C:5]([C:8](N(OC)C)=[O:9])=[N:6][CH:7]=1.[H-].[Al+3].[Li+].[H-].[H-].[H-].O. Product: [Br:1][C:2]1[CH:3]=[C:4]([F:14])[C:5]([CH:8]=[O:9])=[N:6][CH:7]=1. The catalyst class is: 220. (2) Reactant: [CH2:1](Br)[CH:2]=[CH2:3].[NH2:5][C:6]1[N:11]=[C:10]([CH:12]2[CH2:17][CH2:16][CH2:15][N:14]([C:18]([O:20][C:21]([CH3:24])([CH3:23])[CH3:22])=[O:19])[CH2:13]2)[CH:9]=[C:8]([C:25]2[C:30]([OH:31])=[CH:29][CH:28]=[CH:27][C:26]=2[OH:32])[N:7]=1.C(=O)([O-])[O-].[K+].[K+]. Product: [NH2:5][C:6]1[N:11]=[C:10]([CH:12]2[CH2:17][CH2:16][CH2:15][N:14]([C:18]([O:20][C:21]([CH3:24])([CH3:22])[CH3:23])=[O:19])[CH2:13]2)[CH:9]=[C:8]([C:25]2[C:26]([OH:32])=[CH:27][CH:28]=[CH:29][C:30]=2[O:31][CH2:3][CH:2]=[CH2:1])[N:7]=1. The catalyst class is: 3.